This data is from TCR-epitope binding with 47,182 pairs between 192 epitopes and 23,139 TCRs. The task is: Binary Classification. Given a T-cell receptor sequence (or CDR3 region) and an epitope sequence, predict whether binding occurs between them. (1) The epitope is ATVVIGTSK. The TCR CDR3 sequence is CASGAASYNEQFF. Result: 0 (the TCR does not bind to the epitope). (2) The epitope is TPINLVRDL. The TCR CDR3 sequence is CATAARETQETQYF. Result: 0 (the TCR does not bind to the epitope). (3) The epitope is FRYMNSQGL. The TCR CDR3 sequence is CSVGAGEDDEQYF. Result: 0 (the TCR does not bind to the epitope). (4) The epitope is HLVDFQVTI. The TCR CDR3 sequence is CSVVTDGTGGSTEAFF. Result: 0 (the TCR does not bind to the epitope).